Dataset: Peptide-MHC class I binding affinity with 185,985 pairs from IEDB/IMGT. Task: Regression. Given a peptide amino acid sequence and an MHC pseudo amino acid sequence, predict their binding affinity value. This is MHC class I binding data. (1) The peptide sequence is ISFYADPKRF. The MHC is H-2-Db with pseudo-sequence H-2-Db. The binding affinity (normalized) is 0. (2) The peptide sequence is LMMMLPATLA. The MHC is HLA-A02:17 with pseudo-sequence HLA-A02:17. The binding affinity (normalized) is 0.263. (3) The peptide sequence is WTALMFAAY. The MHC is HLA-A24:03 with pseudo-sequence HLA-A24:03. The binding affinity (normalized) is 0.0847. (4) The peptide sequence is SWKQSKMWR. The MHC is HLA-A26:01 with pseudo-sequence HLA-A26:01. The binding affinity (normalized) is 0.0847. (5) The peptide sequence is STTVKAACWW. The MHC is HLA-A01:01 with pseudo-sequence HLA-A01:01. The binding affinity (normalized) is 0. (6) The peptide sequence is HTTVPWPNASL. The MHC is Mamu-A02 with pseudo-sequence Mamu-A02. The binding affinity (normalized) is 0.966.